This data is from Human liver microsome stability data. The task is: Regression/Classification. Given a drug SMILES string, predict its absorption, distribution, metabolism, or excretion properties. Task type varies by dataset: regression for continuous measurements (e.g., permeability, clearance, half-life) or binary classification for categorical outcomes (e.g., BBB penetration, CYP inhibition). Dataset: hlm. The compound is Oc1nc2ccc(Cl)cc2n1C1CCN(Cc2ccccc2Cl)CC1. The result is 1 (stable in human liver microsomes).